Dataset: Reaction yield outcomes from USPTO patents with 853,638 reactions. Task: Predict the reaction yield, written as a fraction of the theoretical maximum amount of product (1.0 means a 100% yield; for example, 0.34 means a 34% yield). (1) The reactants are [CH3:1][C:2]1[C:3]([CH2:21][CH2:22][C:23]2[CH:28]=[CH:27][CH:26]=[CH:25][C:24]=2[C:29]2([C:32]([NH2:34])=[O:33])[CH2:31][CH2:30]2)=[N:4][C:5]([NH:8][C:9]2[CH:10]=[N:11][C:12]([CH:15]3[CH2:20][CH2:19][NH:18][CH2:17][CH2:16]3)=[CH:13][CH:14]=2)=[N:6][CH:7]=1.C=O.[C:37](O[BH-](OC(=O)C)OC(=O)C)(=O)C.[Na+].C1CCCCC1. The catalyst is CO.C(Cl)Cl. The product is [CH3:1][C:2]1[C:3]([CH2:21][CH2:22][C:23]2[CH:28]=[CH:27][CH:26]=[CH:25][C:24]=2[C:29]2([C:32]([NH2:34])=[O:33])[CH2:31][CH2:30]2)=[N:4][C:5]([NH:8][C:9]2[CH:10]=[N:11][C:12]([CH:15]3[CH2:20][CH2:19][N:18]([CH3:37])[CH2:17][CH2:16]3)=[CH:13][CH:14]=2)=[N:6][CH:7]=1. The yield is 0.410. (2) The reactants are [Cl-].O[NH3+:3].[C:4](=[O:7])([O-])[OH:5].[Na+].CS(C)=O.[CH2:13]([C:17]1[N:18]=[C:19]([CH2:47][CH3:48])[N:20]([C:39]2[CH:44]=[CH:43][C:42]([O:45][CH3:46])=[CH:41][CH:40]=2)[C:21](=[O:38])[C:22]=1[CH2:23][C:24]1[CH:29]=[CH:28][C:27]([C:30]2[C:31]([C:36]#[N:37])=[CH:32][CH:33]=[CH:34][CH:35]=2)=[CH:26][CH:25]=1)[CH2:14][CH2:15][CH3:16]. The catalyst is C(OCC)(=O)C. The product is [CH2:13]([C:17]1[N:18]=[C:19]([CH2:47][CH3:48])[N:20]([C:39]2[CH:40]=[CH:41][C:42]([O:45][CH3:46])=[CH:43][CH:44]=2)[C:21](=[O:38])[C:22]=1[CH2:23][C:24]1[CH:25]=[CH:26][C:27]([C:30]2[CH:35]=[CH:34][CH:33]=[CH:32][C:31]=2[C:36]2[NH:3][C:4](=[O:7])[O:5][N:37]=2)=[CH:28][CH:29]=1)[CH2:14][CH2:15][CH3:16]. The yield is 0.700. (3) The reactants are [C:1]([NH:4][C:5]1[S:6][C:7]([C:11]2[S:15][C:14]([S:16](Cl)(=[O:18])=[O:17])=[CH:13][CH:12]=2)=[C:8]([CH3:10])[N:9]=1)(=[O:3])[CH3:2].C(N(CC)CC)C.[CH3:27][NH:28][CH2:29][CH2:30][NH:31][CH3:32]. The catalyst is C(Cl)Cl. The product is [CH3:10][C:8]1[N:9]=[C:5]([NH:4][C:1](=[O:3])[CH3:2])[S:6][C:7]=1[C:11]1[S:15][C:14]([S:16]([N:28]([CH3:27])[CH2:29][CH2:30][NH:31][CH3:32])(=[O:18])=[O:17])=[CH:13][CH:12]=1. The yield is 0.790. (4) The reactants are [F-].C([N+](CCCC)(CCCC)CCCC)CCC.[Si]([O:26][CH2:27][CH2:28][CH2:29][C:30]1[C:38]2[C:33](=[C:34]([Cl:55])[CH:35]=[CH:36][C:37]=2[NH:39][C:40]2[C:48]3[C:43](=[CH:44][N:45]=[CH:46][CH:47]=3)[O:42][C:41]=2[C:49]2[N:54]=[CH:53][CH:52]=[CH:51][N:50]=2)[N:32]([C:56]([O:58][C:59]([CH3:62])([CH3:61])[CH3:60])=[O:57])[N:31]=1)(C(C)(C)C)(C)C. The catalyst is C1COCC1. The product is [Cl:55][C:34]1[CH:35]=[CH:36][C:37]([NH:39][C:40]2[C:48]3[C:43](=[CH:44][N:45]=[CH:46][CH:47]=3)[O:42][C:41]=2[C:49]2[N:50]=[CH:51][CH:52]=[CH:53][N:54]=2)=[C:38]2[C:33]=1[N:32]([C:56]([O:58][C:59]([CH3:61])([CH3:60])[CH3:62])=[O:57])[N:31]=[C:30]2[CH2:29][CH2:28][CH2:27][OH:26]. The yield is 0.470. (5) The reactants are [O:1]1[C:5]2[CH:6]=[CH:7][C:8]([C:10]3([C:13]([NH:15][C:16]4[CH:17]=[C:18]([C:23]5[CH:28]=[CH:27][C:26]([CH2:29]O)=[CH:25][CH:24]=5)[C:19]([CH3:22])=[CH:20][CH:21]=4)=[O:14])[CH2:12][CH2:11]3)=[CH:9][C:4]=2[O:3][CH2:2]1.CS(Cl)(=O)=O.[CH:36]([N:39](CC)C(C)C)(C)C.CN.C1COCC1. The catalyst is ClCCl. The product is [O:1]1[C:5]2[CH:6]=[CH:7][C:8]([C:10]3([C:13]([NH:15][C:16]4[CH:17]=[C:18]([C:23]5[CH:28]=[CH:27][C:26]([CH2:29][NH:39][CH3:36])=[CH:25][CH:24]=5)[C:19]([CH3:22])=[CH:20][CH:21]=4)=[O:14])[CH2:12][CH2:11]3)=[CH:9][C:4]=2[O:3][CH2:2]1. The yield is 0.600. (6) The reactants are [OH:1][CH:2]([C:18]1[CH:23]=[CH:22][CH:21]=[CH:20][CH:19]=1)[CH:3]([CH2:7][C:8]1[CH:13]=[CH:12][C:11]([C:14]([F:17])([F:16])[F:15])=[CH:10][CH:9]=1)C(O)=O.C1(P(N=[N+]=[N-])(C2C=CC=CC=2)=O)C=CC=CC=1.C([N:43]([CH2:46]C)CC)C.[OH2:48]. The yield is 0.930. The catalyst is O1CCCC1. The product is [C:18]1([CH:2]2[O:1][C:46](=[O:48])[NH:43][CH:3]2[CH2:7][C:8]2[CH:13]=[CH:12][C:11]([C:14]([F:15])([F:16])[F:17])=[CH:10][CH:9]=2)[CH:23]=[CH:22][CH:21]=[CH:20][CH:19]=1. (7) The reactants are [CH3:1][C:2]1[N:6]2[C:7](=[O:23])[N:8]([CH:10]3[CH2:15][CH2:14][N:13]([C:16]([O:18]C(C)(C)C)=O)[CH2:12][CH2:11]3)[CH2:9][C:5]2=[C:4]([CH3:24])[N:3]=1.C(=O)([O-])O.[Na+].[Cl:30][C:31]1[CH:32]=[C:33]2[C:38](=[CH:39][CH:40]=1)[CH:37]=[C:36]([S:41]([CH2:44][CH2:45]C(Cl)=O)(=[O:43])=[O:42])[CH:35]=[CH:34]2. The catalyst is Cl.C(Cl)(Cl)Cl. The product is [Cl:30][C:31]1[CH:32]=[C:33]2[C:38](=[CH:39][CH:40]=1)[CH:37]=[C:36]([S:41]([CH2:44][CH2:45][C:16]([N:13]1[CH2:14][CH2:15][CH:10]([N:8]3[CH2:9][C:5]4=[C:4]([CH3:24])[N:3]=[C:2]([CH3:1])[N:6]4[C:7]3=[O:23])[CH2:11][CH2:12]1)=[O:18])(=[O:43])=[O:42])[CH:35]=[CH:34]2. The yield is 0.500. (8) The reactants are C1(S([N:10]2[C:14]3=[N:15][CH:16]=[C:17]([Cl:19])[CH:18]=[C:13]3[C:12]([CH2:20][C:21]3[S:25][C:24]([NH:26][CH2:27][C:28]4[CH:29]=[N:30][CH:31]=[C:32]([F:34])[CH:33]=4)=[N:23][C:22]=3[Cl:35])=[CH:11]2)(=O)=O)C=CC=CC=1.[F-].C([N+](CCCC)(CCCC)CCCC)CCC.O. The catalyst is O1CCCC1. The product is [Cl:35][C:22]1[N:23]=[C:24]([NH:26][CH2:27][C:28]2[CH:29]=[N:30][CH:31]=[C:32]([F:34])[CH:33]=2)[S:25][C:21]=1[CH2:20][C:12]1[C:13]2[C:14](=[N:15][CH:16]=[C:17]([Cl:19])[CH:18]=2)[NH:10][CH:11]=1. The yield is 0.0670. (9) The reactants are [F:1][C:2]1[CH:7]=[CH:6][C:5]([N:8]2[C:16]3[C:11](=[CH:12][C:13]([CH2:17][CH2:18][CH2:19]OS(C)(=O)=O)=[CH:14][CH:15]=3)[CH:10]=[CH:9]2)=[CH:4][CH:3]=1.[CH2:25]([CH2:28][NH2:29])[CH:26]=C.[CH3:30]N(C=O)C. No catalyst specified. The product is [CH2:28]([N:29]([CH2:19][CH2:18][CH2:17][C:13]1[CH:12]=[C:11]2[C:16](=[CH:15][CH:14]=1)[N:8]([C:5]1[CH:6]=[CH:7][C:2]([F:1])=[CH:3][CH:4]=1)[CH:9]=[CH:10]2)[CH3:30])[CH:25]=[CH2:26]. The yield is 0.760. (10) The reactants are O1CCCC1.[CH:6]1([O:12][C:13]2[CH:18]=[CH:17][C:16]([CH2:19][C:20](Cl)=[N:21][OH:22])=[CH:15][CH:14]=2)[CH2:11][CH2:10][CH2:9][CH2:8][CH2:7]1.[C:24]([C:26]1[C:27]([NH2:32])=[N:28][CH:29]=[CH:30][CH:31]=1)#[CH:25].C(N(CC)CC)C. The catalyst is O. The product is [CH:6]1([O:12][C:13]2[CH:18]=[CH:17][C:16]([CH2:19][C:20]3[CH:25]=[C:24]([C:26]4[C:27]([NH2:32])=[N:28][CH:29]=[CH:30][CH:31]=4)[O:22][N:21]=3)=[CH:15][CH:14]=2)[CH2:11][CH2:10][CH2:9][CH2:8][CH2:7]1. The yield is 0.190.